Task: Predict which catalyst facilitates the given reaction.. Dataset: Catalyst prediction with 721,799 reactions and 888 catalyst types from USPTO (1) Reactant: [Cl:1][C:2]1[CH:7]=[C:6]([O:8][C:9]2[C:18]3[C:13](=[CH:14][C:15]([O:20][CH3:21])=[C:16]([OH:19])[CH:17]=3)[N:12]=[CH:11][N:10]=2)[CH:5]=[CH:4][C:3]=1[NH:22][C:23]([NH:25][CH2:26][CH2:27][CH3:28])=[O:24].C(=O)([O-])[O-].[K+].[K+].Cl.Cl[CH2:37][C:38]1[CH:43]=[CH:42][CH:41]=[CH:40][N:39]=1.O. Product: [Cl:1][C:2]1[CH:7]=[C:6]([O:8][C:9]2[C:18]3[C:13](=[CH:14][C:15]([O:20][CH3:21])=[C:16]([O:19][CH2:37][C:38]4[CH:43]=[CH:42][CH:41]=[CH:40][N:39]=4)[CH:17]=3)[N:12]=[CH:11][N:10]=2)[CH:5]=[CH:4][C:3]=1[NH:22][C:23]([NH:25][CH2:26][CH2:27][CH3:28])=[O:24]. The catalyst class is: 9. (2) The catalyst class is: 211. Product: [CH2:3]([O:10][CH2:11][CH2:12][O:45][C:15]1[CH:24]=[C:23]2[C:18]([C:19](=[O:37])[NH:20][C:21]([C:25]3[CH:26]=[C:27]([CH3:36])[C:28]([OH:32])=[C:29]([CH3:31])[CH:30]=3)=[N:22]2)=[C:17]([O:38][CH3:39])[CH:16]=1)[C:4]1[CH:9]=[CH:8][CH:7]=[CH:6][CH:5]=1. Reactant: [H-].[Na+].[CH2:3]([O:10][CH:11](O)[CH3:12])[C:4]1[CH:9]=[CH:8][CH:7]=[CH:6][CH:5]=1.F[C:15]1[CH:24]=[C:23]2[C:18]([C:19](=[O:37])[NH:20][C:21]([C:25]3[CH:30]=[C:29]([CH3:31])[C:28]([O:32]COC)=[C:27]([CH3:36])[CH:26]=3)=[N:22]2)=[C:17]([O:38][CH3:39])[CH:16]=1.Cl.CN(C=[O:45])C. (3) The catalyst class is: 30. Product: [F:13][C:11]1[CH:10]=[CH:9][C:8]([O:14][CH3:15])=[C:7]([CH2:17][C:18]2([OH:16])[CH2:19][CH2:20][N:21]([C:24]([O:26][C:27]([CH3:30])([CH3:29])[CH3:28])=[O:25])[CH2:22][CH2:23]2)[CH:12]=1. Reactant: C([Mg]Cl)(C)C.Br[C:7]1[CH:12]=[C:11]([F:13])[CH:10]=[CH:9][C:8]=1[O:14][CH3:15].[O:16]1[C:18]2([CH2:23][CH2:22][N:21]([C:24]([O:26][C:27]([CH3:30])([CH3:29])[CH3:28])=[O:25])[CH2:20][CH2:19]2)[CH2:17]1. (4) Reactant: [NH2:1][C:2]1([C:13]([O:15][CH2:16][CH3:17])=[O:14])[CH2:5][N:4]([C:6]([O:8][C:9]([CH3:12])([CH3:11])[CH3:10])=[O:7])[CH2:3]1.[C:18]([O:22][C:23]([NH:25][CH2:26][C:27](O)=[O:28])=[O:24])([CH3:21])([CH3:20])[CH3:19].C1C=CC2N(O)N=NC=2C=1.CCN=C=NCCCN(C)C.CCN(C(C)C)C(C)C. Product: [C:18]([O:22][C:23]([NH:25][CH2:26][C:27]([NH:1][C:2]1([C:13]([O:15][CH2:16][CH3:17])=[O:14])[CH2:5][N:4]([C:6]([O:8][C:9]([CH3:10])([CH3:11])[CH3:12])=[O:7])[CH2:3]1)=[O:28])=[O:24])([CH3:21])([CH3:20])[CH3:19]. The catalyst class is: 1. (5) Reactant: [CH2:1]([O:3][C:4](=[O:15])/[CH:5]=[CH:6]/[CH2:7][CH2:8][C:9]1[CH:14]=[CH:13][CH:12]=[CH:11][CH:10]=1)[CH3:2].[CH2:16]([N:23]([Si](C)(C)C)[CH2:24]OC)[C:17]1[CH:22]=[CH:21][CH:20]=[CH:19][CH:18]=1.F[C:32](F)(F)C(O)=O. The catalyst class is: 11. Product: [CH2:1]([O:3][C:4]([C@@H:5]1[C@@H:6]([CH2:7][CH2:8][C:9]2[CH:10]=[CH:11][CH:12]=[CH:13][CH:14]=2)[CH2:24][N:23]([CH2:16][C:17]2[CH:22]=[CH:21][CH:20]=[CH:19][CH:18]=2)[CH2:32]1)=[O:15])[CH3:2]. (6) Product: [C:35]([NH:1][C:2]1[CH:10]=[C:9]([C:11]2[CH2:15][C:14]([C:20]3[CH:25]=[C:24]([Cl:26])[CH:23]=[C:22]([Cl:27])[CH:21]=3)([C:16]([F:19])([F:18])[F:17])[O:13][N:12]=2)[CH:8]=[CH:7][C:3]=1[C:4]([NH2:6])=[O:5])(=[O:37])[CH3:36]. Reactant: [NH2:1][C:2]1[CH:10]=[C:9]([C:11]2[CH2:15][C:14]([C:20]3[CH:25]=[C:24]([Cl:26])[CH:23]=[C:22]([Cl:27])[CH:21]=3)([C:16]([F:19])([F:18])[F:17])[O:13][N:12]=2)[CH:8]=[CH:7][C:3]=1[C:4]([NH2:6])=[O:5].C(N(CC)CC)C.[C:35](Cl)(=[O:37])[CH3:36].C(OCC)(=O)C. The catalyst class is: 4.